This data is from Reaction yield outcomes from USPTO patents with 853,638 reactions. The task is: Predict the reaction yield, written as a fraction of the theoretical maximum amount of product (1.0 means a 100% yield; for example, 0.34 means a 34% yield). (1) The reactants are O[Li].O.[CH:4]1[C:9]([C:10]2[CH:11]=[CH:12][C:13]([F:17])=[CH:14][C:15]=2[F:16])=[CH:8][C:7]([C:18]([OH:20])=[O:19])=[C:6]([OH:21])[CH:5]=1.[CH2:22]1COCC1.Cl. The catalyst is CO.O. The product is [F:16][C:15]1[CH:14]=[C:13]([F:17])[CH:12]=[CH:11][C:10]=1[C:9]1[CH:4]=[CH:5][C:6]([O:21][CH3:22])=[C:7]([C:18]([OH:20])=[O:19])[CH:8]=1. The yield is 0.930. (2) The reactants are [CH2:1]1[C:4]2([CH2:7][N:6]([C:8]3[N:13]=[C:12](C(O)=O)[CH:11]=[CH:10][CH:9]=3)[CH2:5]2)[CH2:3][O:2]1.CC[N:19]([CH2:22]C)CC.C1(P(N=[N+]=[N-])(C2C=CC=CC=2)=[O:31])C=CC=CC=1.[CH3:41][C:42]([OH:45])([CH3:44])[CH3:43]. No catalyst specified. The product is [CH2:3]1[C:4]2([CH2:5][N:6]([C:8]3[N:13]=[C:12]([NH:19][C:22](=[O:31])[O:45][C:42]([CH3:44])([CH3:43])[CH3:41])[CH:11]=[CH:10][CH:9]=3)[CH2:7]2)[CH2:1][O:2]1. The yield is 0.700. (3) The reactants are [Cl:1][C:2]1[N:3]([CH2:10][C@:11]2([CH3:14])[CH2:13][O:12]2)[CH:4]=[C:5]([N+:7]([O-:9])=[O:8])[N:6]=1.[NH:15]1[C:24]2[C:19](=[CH:20][CH:21]=[CH:22][CH:23]=2)[CH2:18][CH2:17][CH2:16]1.CN(C=O)C. The catalyst is O. The product is [Cl:1][C:2]1[N:3]([CH2:10][C@@:11]([CH3:14])([OH:12])[CH2:13][N:15]2[C:24]3[C:19](=[CH:20][CH:21]=[CH:22][CH:23]=3)[CH2:18][CH2:17][CH2:16]2)[CH:4]=[C:5]([N+:7]([O-:9])=[O:8])[N:6]=1. The yield is 0.830. (4) The reactants are Cl[C:2]1[C:7]([CH:8]([CH3:15])[CH2:9]OS(C)(=O)=O)=[C:6]([Cl:16])[N:5]=[CH:4][N:3]=1.[CH3:17][O:18][C:19]1[CH:26]=[CH:25][C:22]([CH2:23][NH2:24])=[CH:21][CH:20]=1. The catalyst is C(Cl)Cl. The product is [Cl:16][C:6]1[C:7]2[CH:8]([CH3:15])[CH2:9][N:24]([CH2:23][C:22]3[CH:25]=[CH:26][C:19]([O:18][CH3:17])=[CH:20][CH:21]=3)[C:2]=2[N:3]=[CH:4][N:5]=1. The yield is 0.990. (5) The reactants are [CH3:1][CH2:2][NH:3][C:4]([C@H:6]1[O:10][C@@H:9]([N:11]2[C:15]3[N:16]=[C:17]([C:21]#[C:22][CH2:23][CH:24]4[CH2:29][CH2:28][CH:27]([C:30]([O:32]C)=O)[CH2:26][CH2:25]4)[N:18]=[C:19]([NH2:20])[C:14]=3[N:13]=[CH:12]2)[C@H:8]([OH:34])[C@@H:7]1[OH:35])=[O:5].CO.[NH3:38]. No catalyst specified. The product is [CH2:2]([NH:3][C:4]([CH:6]1[CH:7]([OH:35])[CH:8]([OH:34])[CH:9]([N:11]2[CH:12]=[N:13][C:14]3[C:15]2=[N:16][C:17]([C:21]#[C:22][CH2:23][CH:24]2[CH2:25][CH2:26][CH:27]([C:30](=[O:32])[NH2:38])[CH2:28][CH2:29]2)=[N:18][C:19]=3[NH2:20])[O:10]1)=[O:5])[CH3:1]. The yield is 0.830. (6) The reactants are [C:1]1([CH:7]([N:19]2[CH2:24][CH2:23][CH2:22][CH2:21][CH2:20]2)[C:8]([O:10][C@@H:11]2[CH:16]3[CH2:17][CH2:18][N:13]([CH2:14][CH2:15]3)[CH2:12]2)=[O:9])[CH:6]=[CH:5][CH:4]=[CH:3][CH:2]=1.[Cl:25][CH2:26][C:27]1[N:31]=[C:30]([C:32]2[CH:37]=[CH:36][CH:35]=[CH:34][CH:33]=2)[O:29][N:28]=1. The catalyst is CCOC(C)=O.C(#N)C. The product is [Cl-:25].[C:32]1([C:30]2[O:29][N:28]=[C:27]([CH2:26][N+:13]34[CH2:18][CH2:17][CH:16]([CH2:15][CH2:14]3)[C@@H:11]([O:10][C:8](=[O:9])[CH:7]([C:1]3[CH:6]=[CH:5][CH:4]=[CH:3][CH:2]=3)[N:19]3[CH2:24][CH2:23][CH2:22][CH2:21][CH2:20]3)[CH2:12]4)[N:31]=2)[CH:33]=[CH:34][CH:35]=[CH:36][CH:37]=1. The yield is 0.710. (7) The reactants are N[C:2]1[CH:7]=[CH:6][CH:5]=[CH:4][N:3]=1.O.[CH2:9]=O.[C:11]([BH3-])#[N:12].[Na+]. The catalyst is C(#N)C.C(O)(=O)C. The product is [CH3:9][N:12]([CH3:11])[C:2]1[CH:7]=[CH:6][CH:5]=[CH:4][N:3]=1. The yield is 0.550. (8) The reactants are [Br:1][C:2]1[C:3]([F:21])=[C:4]2[CH:10]=[CH:9][N:8]([Si](C(C)C)(C(C)C)C(C)C)[C:5]2=[N:6][CH:7]=1.CCCC[N+](CCCC)(CCCC)CCCC.[F-]. The catalyst is C1COCC1. The product is [Br:1][C:2]1[C:3]([F:21])=[C:4]2[CH:10]=[CH:9][NH:8][C:5]2=[N:6][CH:7]=1. The yield is 0.932. (9) The reactants are [CH2:1](O[C@H](CCCCCCCCCC(C)C)CC(OC[C:1]([C:2]1[CH:7]=[CH:6][C:5](Br)=[CH:4][CH:3]=1)=O)=O)[C:2]1[CH:7]=[CH:6][CH:5]=[CH:4][CH:3]=1.[OH:36][C@H:37]([CH2:52][CH2:53][CH2:54][CH2:55][CH2:56][CH2:57][CH2:58][CH2:59][CH2:60][CH2:61][CH2:62][CH:63]([CH3:65])[CH3:64])[CH2:38][C:39]([O:41][CH2:42][C:43]([C:45]1[CH:50]=[CH:49][C:48]([Br:51])=[CH:47][CH:46]=1)=[O:44])=[O:40]. No catalyst specified. The product is [CH2:1]([O:36][C@H:37]([CH2:52][CH2:53][CH2:54][CH2:55][CH2:56][CH2:57][CH2:58][CH2:59][CH2:60][CH2:61][CH2:62][CH:63]([CH3:65])[CH3:64])[CH2:38][C:39]([O:41][CH2:42][C:43]([C:45]1[CH:46]=[CH:47][C:48]([Br:51])=[CH:49][CH:50]=1)=[O:44])=[O:40])[C:2]1[CH:7]=[CH:6][CH:5]=[CH:4][CH:3]=1. The yield is 0.710.